Dataset: Forward reaction prediction with 1.9M reactions from USPTO patents (1976-2016). Task: Predict the product of the given reaction. (1) Given the reactants [C:1]([O:5][C:6]([NH:8][CH2:9][CH:10]([S:17]([OH:20])(=[O:19])=[O:18])[CH2:11][C:12]([O:14]CC)=[O:13])=[O:7])([CH3:4])([CH3:3])[CH3:2].O.[OH-].[Li+], predict the reaction product. The product is: [C:1]([O:5][C:6]([NH:8][CH2:9][CH:10]([S:17]([OH:20])(=[O:18])=[O:19])[CH2:11][C:12]([OH:14])=[O:13])=[O:7])([CH3:4])([CH3:2])[CH3:3]. (2) Given the reactants [C:1]([O:5][C@@H:6]([C:11]1[C:36]([CH3:37])=[CH:35][C:14]2[N:15]=[C:16]([C:18]3[N:23]=[C:22]4[C:24]([N:28]5[CH2:33][CH2:32][N:31]([CH3:34])[CH2:30][CH2:29]5)=[N:25][N:26]([CH3:27])[C:21]4=[CH:20][CH:19]=3)[S:17][C:13]=2[C:12]=1[C:38]1[CH:43]=[CH:42][C:41]([Cl:44])=[CH:40][CH:39]=1)[C:7]([O:9]C)=[O:8])([CH3:4])([CH3:3])[CH3:2].[OH-].[Na+], predict the reaction product. The product is: [C:1]([O:5][C@@H:6]([C:11]1[C:36]([CH3:37])=[CH:35][C:14]2[N:15]=[C:16]([C:18]3[N:23]=[C:22]4[C:24]([N:28]5[CH2:29][CH2:30][N:31]([CH3:34])[CH2:32][CH2:33]5)=[N:25][N:26]([CH3:27])[C:21]4=[CH:20][CH:19]=3)[S:17][C:13]=2[C:12]=1[C:38]1[CH:39]=[CH:40][C:41]([Cl:44])=[CH:42][CH:43]=1)[C:7]([OH:9])=[O:8])([CH3:4])([CH3:2])[CH3:3]. (3) Given the reactants [CH:1]([NH:4][CH2:5][CH2:6][O:7][C:8]1[CH:13]=[CH:12][C:11]([N+:14]([O-:16])=[O:15])=[CH:10][CH:9]=1)([CH3:3])[CH3:2].C(N(C(C)C)CC)(C)C.[C:26](O[C:26]([O:28][C:29]([CH3:32])([CH3:31])[CH3:30])=[O:27])([O:28][C:29]([CH3:32])([CH3:31])[CH3:30])=[O:27], predict the reaction product. The product is: [C:29]([O:28][C:26](=[O:27])[N:4]([CH:1]([CH3:3])[CH3:2])[CH2:5][CH2:6][O:7][C:8]1[CH:9]=[CH:10][C:11]([N+:14]([O-:16])=[O:15])=[CH:12][CH:13]=1)([CH3:32])([CH3:31])[CH3:30].